From a dataset of Catalyst prediction with 721,799 reactions and 888 catalyst types from USPTO. Predict which catalyst facilitates the given reaction. (1) Reactant: [Cl:1][C:2]([Cl:26])([Cl:25])[CH2:3][O:4][C:5](=[O:24])[C:6]1[CH:11]=[CH:10][CH:9]=[CH:8][C:7]=1[CH2:12][S:13][C:14]1[CH:19]=[CH:18][CH:17]=[C:16](CC(O)=O)[CH:15]=1.SC1C=CC([C:32]([OH:34])=[O:33])=CC=1.ClC(Cl)(Cl)COC(=O)C1C=CC=CC=1CBr.C(=O)([O-])[O-].[Cs+].[Cs+]. Product: [Cl:1][C:2]([Cl:26])([Cl:25])[CH2:3][O:4][C:5](=[O:24])[C:6]1[CH:11]=[CH:10][CH:9]=[CH:8][C:7]=1[CH2:12][S:13][C:14]1[CH:19]=[CH:18][C:17]([C:32]([OH:34])=[O:33])=[CH:16][CH:15]=1. The catalyst class is: 3. (2) Reactant: [Cl:1][C:2]1[C:11]2[C:6](=[CH:7][CH:8]=[C:9]([C:12](Cl)=[O:13])[CH:10]=2)[C:5]([Cl:15])=[CH:4][N:3]=1.Cl.[C:17]([O:21][C:22](=[O:25])[CH2:23][NH2:24])([CH3:20])([CH3:19])[CH3:18].CCN(CC)CC. Product: [C:17]([O:21][C:22](=[O:25])[CH2:23][NH:24][C:12]([C:9]1[CH:10]=[C:11]2[C:6]([C:5]([Cl:15])=[CH:4][N:3]=[C:2]2[Cl:1])=[CH:7][CH:8]=1)=[O:13])([CH3:20])([CH3:19])[CH3:18]. The catalyst class is: 2. (3) Reactant: [NH2:1][C:2]1[CH:15]=[CH:14][C:13]([C:16]([F:19])([F:18])[F:17])=[CH:12][C:3]=1[C:4]([NH:6][C:7]([CH3:11])([C:9]#[CH:10])[CH3:8])=[O:5].[F:20][C:21]([F:26])([F:25])[CH2:22][CH:23]=O.C(O)(=O)C.C(O[BH-](OC(=O)C)OC(=O)C)(=O)C.[Na+].C(=O)(O)[O-].[Na+]. Product: [CH3:8][C:7]([NH:6][C:4](=[O:5])[C:3]1[CH:12]=[C:13]([C:16]([F:17])([F:18])[F:19])[CH:14]=[CH:15][C:2]=1[NH:1][CH2:23][CH2:22][C:21]([F:26])([F:25])[F:20])([C:9]#[CH:10])[CH3:11]. The catalyst class is: 26.